This data is from Reaction yield outcomes from USPTO patents with 853,638 reactions. The task is: Predict the reaction yield, written as a fraction of the theoretical maximum amount of product (1.0 means a 100% yield; for example, 0.34 means a 34% yield). (1) The reactants are [Cl-].O[NH3+:3].[C:4](=[O:7])([O-])[OH:5].[Na+].CS(C)=O.[Cl:13][C:14]1[CH:15]=[C:16]([N:24]2[C:29](=[O:30])[C:28]([CH2:31][C:32]3[CH:37]=[CH:36][C:35]([C:38]4[C:39]([C:44]#[N:45])=[CH:40][CH:41]=[CH:42][CH:43]=4)=[CH:34][CH:33]=3)=[C:27]([CH2:46][CH2:47][CH3:48])[N:26]=[C:25]2[CH3:49])[CH:17]=[CH:18][C:19]=1[O:20][CH:21]([CH3:23])[CH3:22]. The catalyst is O.C(OCC)(=O)C. The product is [Cl:13][C:14]1[CH:15]=[C:16]([N:24]2[C:29](=[O:30])[C:28]([CH2:31][C:32]3[CH:37]=[CH:36][C:35]([C:38]4[CH:43]=[CH:42][CH:41]=[CH:40][C:39]=4[C:44]4[NH:3][C:4](=[O:7])[O:5][N:45]=4)=[CH:34][CH:33]=3)=[C:27]([CH2:46][CH2:47][CH3:48])[N:26]=[C:25]2[CH3:49])[CH:17]=[CH:18][C:19]=1[O:20][CH:21]([CH3:23])[CH3:22]. The yield is 0.570. (2) The reactants are [OH:1][CH2:2][CH2:3][N:4]1[CH2:9][CH2:8][N:7]([C:10]2[N:11]([C:21]3[CH:26]=[CH:25][CH:24]=[CH:23][CH:22]=3)[C:12]3[C:17]([C:18]=2[CH:19]=[O:20])=[CH:16][CH:15]=[CH:14][CH:13]=3)[CH2:6][CH2:5]1.[ClH:27]. The catalyst is CO. The product is [ClH:27].[OH:1][CH2:2][CH2:3][N:4]1[CH2:5][CH2:6][N:7]([C:10]2[N:11]([C:21]3[CH:26]=[CH:25][CH:24]=[CH:23][CH:22]=3)[C:12]3[C:17]([C:18]=2[CH:19]=[O:20])=[CH:16][CH:15]=[CH:14][CH:13]=3)[CH2:8][CH2:9]1. The yield is 0.850. (3) The reactants are [CH3:1][CH:2]([OH:4])[CH3:3].[H-].[Na+].Cl[C:8]1[C:13]([N+:14]([O-:16])=[O:15])=[CH:12][C:11]([N+:17]([O-:19])=[O:18])=[CH:10][C:9]=1[C:20]([F:23])([F:22])[F:21]. The catalyst is C1COCC1. The product is [N+:14]([C:13]1[C:8]([O:4][CH:2]([CH3:3])[CH3:1])=[C:9]([C:20]([F:23])([F:22])[F:21])[CH:10]=[C:11]([N+:17]([O-:19])=[O:18])[CH:12]=1)([O-:16])=[O:15]. The yield is 0.600. (4) The reactants are Br[CH2:2][CH2:3][CH2:4][CH2:5][CH2:6][C:7]([NH:9][C:10]1[C:11]([S:21][CH:22]([CH3:24])[CH3:23])=[N:12][C:13]([CH3:20])=[CH:14][C:15]=1[S:16][CH:17]([CH3:19])[CH3:18])=[O:8].[SH:25][C:26]1[O:27][C:28]2[CH:34]=[CH:33][CH:32]=[CH:31][C:29]=2[N:30]=1.C(=O)([O-])[O-].[K+].[K+].C1OCCOCCOCCOCCOCCOC1. The catalyst is CN(C=O)C. The product is [O:27]1[C:28]2[CH:34]=[CH:33][CH:32]=[CH:31][C:29]=2[N:30]=[C:26]1[S:25][CH2:2][CH2:3][CH2:4][CH2:5][CH2:6][C:7]([NH:9][C:10]1[C:11]([S:21][CH:22]([CH3:24])[CH3:23])=[N:12][C:13]([CH3:20])=[CH:14][C:15]=1[S:16][CH:17]([CH3:19])[CH3:18])=[O:8]. The yield is 0.790. (5) The reactants are ClC(Cl)C(O)=O.N[C:8]1[N:9]([C:28]2[C:33]([CH3:34])=[CH:32][C:31]([CH:35]3[CH2:37][CH2:36]3)=[CH:30][C:29]=2[Cl:38])[C:10]([S:13][CH2:14][C:15]([NH:17][C:18]2[CH:26]=[CH:25][C:21]([C:22]([OH:24])=[O:23])=[CH:20][C:19]=2[Cl:27])=[O:16])=[N:11][N:12]=1.N([O-])=O.[Na+].ClCCl.[Br:46]CBr. The catalyst is [Br-].C([N+](CC)(CC)CC)C1C=CC=CC=1. The product is [Br:46][C:8]1[N:9]([C:28]2[C:33]([CH3:34])=[CH:32][C:31]([CH:35]3[CH2:37][CH2:36]3)=[CH:30][C:29]=2[Cl:38])[C:10]([S:13][CH2:14][C:15]([NH:17][C:18]2[CH:26]=[CH:25][C:21]([C:22]([OH:24])=[O:23])=[CH:20][C:19]=2[Cl:27])=[O:16])=[N:11][N:12]=1. The yield is 0.420. (6) The reactants are C[Si](C)(C)O[NH:4][OH:5].CN1CCOCC1.[CH3:15][O:16][CH:17]([C:26]1[CH:31]=[CH:30][C:29]([O:32][CH3:33])=[CH:28][CH:27]=1)[CH2:18][CH:19]=[CH:20][CH:21]=[CH:22][C:23](Cl)=[O:24]. The catalyst is C(Cl)Cl.C(Cl)(Cl)Cl. The product is [OH:5][NH:4][C:23](=[O:24])[CH:22]=[CH:21][CH:20]=[CH:19][CH2:18][CH:17]([O:16][CH3:15])[C:26]1[CH:27]=[CH:28][C:29]([O:32][CH3:33])=[CH:30][CH:31]=1. The yield is 0.300. (7) The catalyst is CO. The reactants are [N:1]([CH2:4][C@H:5]([CH3:22])[C@H:6]([C@H:15]1[CH2:19][O:18]C(C)(C)[O:16]1)[O:7][Si:8]([C:11]([CH3:14])([CH3:13])[CH3:12])([CH3:10])[CH3:9])=[N+:2]=[N-:3].CC1C=CC(S([O-])(=O)=O)=CC=1.C1C=C[NH+]=CC=1. The product is [N:1]([CH2:4][C@H:5]([CH3:22])[C@@H:6]([O:7][Si:8]([C:11]([CH3:14])([CH3:13])[CH3:12])([CH3:10])[CH3:9])[C@H:15]([OH:16])[CH2:19][OH:18])=[N+:2]=[N-:3]. The yield is 0.400.